This data is from Reaction yield outcomes from USPTO patents with 853,638 reactions. The task is: Predict the reaction yield, written as a fraction of the theoretical maximum amount of product (1.0 means a 100% yield; for example, 0.34 means a 34% yield). The reactants are [F:1][C:2]1[C:14]([Sn](C)(C)C)=[CH:13][C:5]2[CH2:6][C:7](=[O:12])[CH:8]3[CH2:11][CH:10]([C:4]=2[CH:3]=1)[CH2:9]3.[I:19]I.BrC1C(F)=CC2C3CC(C(=O)CC=2C=1)C3.[SnH4]. The catalyst is C(Cl)(Cl)Cl. The product is [F:1][C:2]1[C:14]([I:19])=[CH:13][C:5]2[CH2:6][C:7](=[O:12])[CH:8]3[CH2:11][CH:10]([C:4]=2[CH:3]=1)[CH2:9]3. The yield is 0.450.